This data is from Forward reaction prediction with 1.9M reactions from USPTO patents (1976-2016). The task is: Predict the product of the given reaction. Given the reactants C[O:2][C:3](=[O:38])[CH:4]([NH:18][C:19]([N:21]1[CH2:26][CH2:25][CH:24]([N:27]2[CH2:36][C:35]3[C:30](=[CH:31][CH:32]=[CH:33][CH:34]=3)[NH:29][C:28]2=[O:37])[CH2:23][CH2:22]1)=[O:20])[CH2:5][C:6]1[CH:7]=[C:8]2[C:12](=[C:13]([CH2:15][CH3:16])[CH:14]=1)[NH:11][N:10]=[C:9]2[CH3:17].O1CCCC1.CO.O.[OH-].[Li+], predict the reaction product. The product is: [CH2:15]([C:13]1[CH:14]=[C:6]([CH2:5][CH:4]([NH:18][C:19]([N:21]2[CH2:22][CH2:23][CH:24]([N:27]3[CH2:36][C:35]4[C:30](=[CH:31][CH:32]=[CH:33][CH:34]=4)[NH:29][C:28]3=[O:37])[CH2:25][CH2:26]2)=[O:20])[C:3]([OH:38])=[O:2])[CH:7]=[C:8]2[C:12]=1[NH:11][N:10]=[C:9]2[CH3:17])[CH3:16].